Dataset: Forward reaction prediction with 1.9M reactions from USPTO patents (1976-2016). Task: Predict the product of the given reaction. (1) Given the reactants [F:1][C:2]1[CH:27]=[CH:26][CH:25]=[C:24]([F:28])[C:3]=1[C:4]([NH:6][C:7](=[O:23])[N:8]([C:10]1[CH:15]=[CH:14][C:13]([S:16][C:17]([F:20])([F:19])[F:18])=[C:12]([CH3:21])[C:11]=1[CH3:22])[CH3:9])=[O:5].[CH3:29]I.[H-].[Na+].O, predict the reaction product. The product is: [F:1][C:2]1[CH:27]=[CH:26][CH:25]=[C:24]([F:28])[C:3]=1[C:4]([N:6]([CH3:29])[C:7]([N:8]([C:10]1[CH:15]=[CH:14][C:13]([S:16][C:17]([F:19])([F:18])[F:20])=[C:12]([CH3:21])[C:11]=1[CH3:22])[CH3:9])=[O:23])=[O:5]. (2) Given the reactants Cl.CN(C)S([N:7]1[CH:11]=[C:10]([CH2:12][C:13]([CH3:17])([CH3:16])[CH2:14][CH3:15])[N:9]=[C:8]1[CH:18]([NH:43][C:44](=[O:46])[CH3:45])[CH2:19][C:20]1[CH:25]=[CH:24][C:23]([N:26]2[CH2:31][CH2:30][CH2:29][C:28]3[CH:32]=[N:33][N:34](COCC[Si](C)(C)C)[C:27]2=3)=[CH:22][CH:21]=1)(=O)=O, predict the reaction product. The product is: [CH3:16][C:13]([CH3:17])([CH2:14][CH3:15])[CH2:12][C:10]1[N:9]=[C:8]([CH:18]([NH:43][C:44](=[O:46])[CH3:45])[CH2:19][C:20]2[CH:21]=[CH:22][C:23]([N:26]3[CH2:31][CH2:30][CH2:29][C:28]4[CH:32]=[N:33][NH:34][C:27]3=4)=[CH:24][CH:25]=2)[NH:7][CH:11]=1. (3) The product is: [Cl:5][C:6]1[CH:7]=[C:8](/[CH:3]=[CH:2]\[C:1]#[N:4])[CH:9]=[C:10]([O:12][C:13]2[CH:18]=[CH:17][CH:16]=[CH:15][C:14]=2[O:19][CH3:20])[CH:11]=1.[Cl:5][C:6]1[CH:7]=[C:8](/[CH:3]=[CH:2]/[C:1]#[N:4])[CH:9]=[C:10]([O:12][C:13]2[CH:18]=[CH:17][CH:16]=[CH:15][C:14]=2[O:19][CH3:20])[CH:11]=1. Given the reactants [C:1](#[N:4])[CH:2]=[CH2:3].[Cl:5][C:6]1[CH:11]=[C:10]([O:12][C:13]2[CH:18]=[CH:17][CH:16]=[CH:15][C:14]=2[O:19][CH3:20])[CH:9]=[C:8](I)[CH:7]=1.CCN(CC)CC, predict the reaction product. (4) Given the reactants [C:1]([C:4]1[CH:9]=[CH:8][CH:7]=[CH:6][CH:5]=1)(=[O:3])[CH3:2].[N+:10]([O-])([OH:12])=[O:11], predict the reaction product. The product is: [CH3:2][C:1]([C:4]1[CH:9]=[CH:8][CH:7]=[C:6]([N+:10]([O-:12])=[O:11])[CH:5]=1)=[O:3]. (5) Given the reactants N#N.[NH:3]1[C:7]2[CH:8]=[CH:9][CH:10]=[CH:11][C:6]=2[N:5]=[C:4]1[CH:12]([NH2:23])[CH:13]([C:15]1[CH:20]=[CH:19][C:18]([O:21][CH3:22])=[CH:17][CH:16]=1)[CH3:14].[C:24](N1C=CN=C1)(N1C=CN=C1)=[O:25].O, predict the reaction product. The product is: [CH3:22][O:21][C:18]1[CH:17]=[CH:16][C:15]([CH:13]([CH:12]2[C:4]3=[N:5][C:6]4[CH:11]=[CH:10][CH:9]=[CH:8][C:7]=4[N:3]3[C:24](=[O:25])[NH:23]2)[CH3:14])=[CH:20][CH:19]=1. (6) Given the reactants [Cl:1][C:2]1[C:10]2[O:9][CH2:8][CH2:7][C:6]=2[CH:5]=[C:4]([N+:11]([O-])=O)[CH:3]=1.Cl.C(=O)([O-])O.[Na+], predict the reaction product. The product is: [Cl:1][C:2]1[C:10]2[O:9][CH2:8][CH2:7][C:6]=2[CH:5]=[C:4]([NH2:11])[CH:3]=1. (7) Given the reactants [Br:1][C:2]1[CH:7]=[CH:6][C:5]([OH:8])=[C:4]([F:9])[CH:3]=1.Cl[CH2:11][C:12]([CH3:14])=[CH2:13].C(=O)([O-])[O-].[K+].[K+].O, predict the reaction product. The product is: [Br:1][C:2]1[CH:7]=[CH:6][C:5]([O:8][CH2:13][C:12]([CH3:14])=[CH2:11])=[C:4]([F:9])[CH:3]=1. (8) Given the reactants [C:1]([O:5][C:6]([N:8]1[CH2:12][C@@H:11]([CH2:13][NH:14][CH3:15])[C@H:10]([CH2:16][N:17]([C:21](=[O:36])[C:22]2[CH:27]=[CH:26][C:25]([CH2:28][CH3:29])=[C:24]([O:30][CH2:31][CH2:32][CH2:33][O:34][CH3:35])[CH:23]=2)[CH:18]([CH3:20])[CH3:19])[CH2:9]1)=[O:7])([CH3:4])([CH3:3])[CH3:2].[C:37]1([CH2:43][C:44](Cl)=[O:45])[CH:42]=[CH:41][CH:40]=[CH:39][CH:38]=1.C(N(CC)CC)C, predict the reaction product. The product is: [C:1]([O:5][C:6]([N:8]1[CH2:12][C@@H:11]([CH2:13][N:14]([CH3:15])[C:44](=[O:45])[CH2:43][C:37]2[CH:42]=[CH:41][CH:40]=[CH:39][CH:38]=2)[C@H:10]([CH2:16][N:17]([C:21](=[O:36])[C:22]2[CH:27]=[CH:26][C:25]([CH2:28][CH3:29])=[C:24]([O:30][CH2:31][CH2:32][CH2:33][O:34][CH3:35])[CH:23]=2)[CH:18]([CH3:19])[CH3:20])[CH2:9]1)=[O:7])([CH3:4])([CH3:2])[CH3:3]. (9) Given the reactants [Na].[F:2][C:3]1[CH:8]=[C:7]([F:9])[CH:6]=[CH:5][C:4]=1[CH2:10][NH:11][C:12]([C:14]1[C:15](=[O:30])[C:16]([OH:29])=[C:17]2[C:22](=[O:23])[N:21]3[C@H:24]([CH3:27])[CH2:25][O:26][C@H:20]3[CH2:19][N:18]2[CH:28]=1)=[O:13].FC1C=C(F)C=CC=1CNC(C1C(=O)C(OCC2C=CC=CC=2)=C2C(=O)N3[C@H](C)CO[C@H]3CN2C=1)=O, predict the reaction product. The product is: [F:2][C:3]1[CH:8]=[C:7]([F:9])[CH:6]=[CH:5][C:4]=1[CH2:10][NH:11][C:12]([C:14]1[C:15](=[O:30])[C:16]([OH:29])=[C:17]2[C:22](=[O:23])[N:21]3[C@H:24]([CH3:27])[CH2:25][O:26][C@H:20]3[CH2:19][N:18]2[CH:28]=1)=[O:13]. (10) Given the reactants [H-].[Na+].[CH2:3]([N:10]1[CH2:15][CH2:14][C:13]([CH2:17][C:18]2[CH:23]=[C:22]([F:24])[CH:21]=[CH:20][C:19]=2F)([OH:16])[CH2:12][CH2:11]1)[C:4]1[CH:9]=[CH:8][CH:7]=[CH:6][CH:5]=1.CN(C=O)C.O, predict the reaction product. The product is: [CH2:3]([N:10]1[CH2:15][CH2:14][C:13]2([CH2:17][C:18]3[CH:23]=[C:22]([F:24])[CH:21]=[CH:20][C:19]=3[O:16]2)[CH2:12][CH2:11]1)[C:4]1[CH:9]=[CH:8][CH:7]=[CH:6][CH:5]=1.